Dataset: Catalyst prediction with 721,799 reactions and 888 catalyst types from USPTO. Task: Predict which catalyst facilitates the given reaction. Reactant: [CH2:1]([O:5][C:6](=[O:9])[CH:7]=[CH2:8])[CH2:2][CH2:3][CH3:4].[CH2:10]=[CH:11][C:12]1[CH:17]=[CH:16][CH:15]=[CH:14][CH:13]=1.[K].S(OOS([O-])(=O)=O)([O-])(=O)=O.[K+].[K+]. Product: [CH2:1]([O:5][C:6](=[O:9])[CH:7]=[CH2:8])[CH2:2][CH2:3][CH3:4].[CH2:10]=[CH:11][C:12]1[CH:17]=[CH:16][CH:15]=[CH:14][CH:13]=1. The catalyst class is: 6.